Task: Binary Classification. Given a miRNA mature sequence and a target amino acid sequence, predict their likelihood of interaction.. Dataset: Experimentally validated miRNA-target interactions with 360,000+ pairs, plus equal number of negative samples The miRNA is hsa-miR-4283 with sequence UGGGGCUCAGCGAGUUU. The protein sequence of the target gene is MASKGPSASASPENSSAGGPSGSSNGAGESGGQDSTFECNICLDTAKDAVISLCGHLFCWPCLHQWLETRPNRQVCPVCKAGISRDKVIPLYGRGSTGQQDPREKTPPRPQGQRPEPENRGGFQGFGFGDGGFQMSFGIGAFPFGIFATAFNINDGRPPPAVPGTPQYVDEQFLSRLFLFVALVIMFWLLIA. Result: 1 (interaction).